Dataset: M1 muscarinic receptor agonist screen with 61,833 compounds. Task: Binary Classification. Given a drug SMILES string, predict its activity (active/inactive) in a high-throughput screening assay against a specified biological target. (1) The molecule is S(=O)(=O)(N1CCC(CC1)C(=O)NC(c1ccccc1)C)c1c(OC)ccc(OC)c1. The result is 0 (inactive). (2) The compound is S(CC(=O)c1ccc(cc1)C)c1n(N)c(nn1)c1cccnc1. The result is 0 (inactive). (3) The drug is O(C(=O)CN1c2c(C(=O)C1=O)cccc2C)CC. The result is 0 (inactive). (4) The result is 0 (inactive). The compound is O1CCN(CC1)CCNC(=O)c1noc(c1)c1cc(OC)ccc1. (5) The compound is Fc1ccc(NC(=O)Nc2ncc(cc2)C)cc1. The result is 0 (inactive).